From a dataset of Peptide-MHC class II binding affinity with 134,281 pairs from IEDB. Regression. Given a peptide amino acid sequence and an MHC pseudo amino acid sequence, predict their binding affinity value. This is MHC class II binding data. (1) The peptide sequence is IQEPTAAAIAYGLDR. The MHC is HLA-DQA10401-DQB10402 with pseudo-sequence HLA-DQA10401-DQB10402. The binding affinity (normalized) is 0.508. (2) The peptide sequence is DNACKRTYSDRGWGN. The MHC is DRB1_0404 with pseudo-sequence DRB1_0404. The binding affinity (normalized) is 0. (3) The binding affinity (normalized) is 0.293. The MHC is HLA-DPA10103-DPB10401 with pseudo-sequence HLA-DPA10103-DPB10401. The peptide sequence is GKLYSILKIQSPLFT. (4) The peptide sequence is LIKTLQSKLSRNFTK. The MHC is DRB1_0301 with pseudo-sequence DRB1_0301. The binding affinity (normalized) is 0.503. (5) The peptide sequence is GELQITDKIDAAFKI. The MHC is DRB3_0101 with pseudo-sequence DRB3_0101. The binding affinity (normalized) is 0.645.